Dataset: Full USPTO retrosynthesis dataset with 1.9M reactions from patents (1976-2016). Task: Predict the reactants needed to synthesize the given product. (1) Given the product [C:12]1([C:11]2[S:18][CH:2]=[C:3]([CH2:4][C:5]([O:7][CH2:8][CH3:9])=[O:6])[N:19]=2)[CH:17]=[CH:16][CH:15]=[CH:14][CH:13]=1, predict the reactants needed to synthesize it. The reactants are: Cl[CH2:2][C:3](=O)[CH2:4][C:5]([O:7][CH2:8][CH3:9])=[O:6].[C:11]([NH2:19])(=[S:18])[C:12]1[CH:17]=[CH:16][CH:15]=[CH:14][CH:13]=1. (2) Given the product [CH3:1][S:2]([C:5]1[CH:6]=[CH:7][C:8]([O:11][CH2:12][CH2:13][C@@H:14]2[CH2:16][C@@H:15]2[CH:17]2[CH2:22][CH2:21][N:20]([C:30]#[N:29])[CH2:19][CH2:18]2)=[N:9][CH:10]=1)(=[O:3])=[O:4], predict the reactants needed to synthesize it. The reactants are: [CH3:1][S:2]([C:5]1[CH:6]=[CH:7][C:8]([O:11][CH2:12][CH2:13][C@@H:14]2[CH2:16][C@@H:15]2[CH:17]2[CH2:22][CH2:21][NH:20][CH2:19][CH2:18]2)=[N:9][CH:10]=1)(=[O:4])=[O:3].C(=O)([O-])[O-].[K+].[K+].[N:29]#[C:30]Br. (3) Given the product [N:1]1[NH:2][N:3]=[N:4][C:5]=1[CH2:6][C:7]1[CH:12]=[CH:11][C:10]([C:13]2[CH:18]=[CH:17][C:16]([C:41]3[S:42][CH:43]=[CH:44][C:45]=3[NH:46][S:47]([CH:50]([CH3:52])[CH3:51])(=[O:49])=[O:48])=[CH:15][CH:14]=2)=[CH:9][CH:8]=1, predict the reactants needed to synthesize it. The reactants are: [N:1]1[CH:5]([CH2:6][C:7]2[CH:12]=[CH:11][C:10]([C:13]3[CH:18]=[CH:17][C:16](OS(C(F)(F)F)(=O)=O)=[CH:15][CH:14]=3)=[CH:9][CH:8]=2)[N:4]=[N:3][N:2]=1.CC1(C)C(C)(C)OB(C2C=CC([C:41]3[S:42][CH:43]=[CH:44][C:45]=3[NH:46][S:47]([CH:50]([CH3:52])[CH3:51])(=[O:49])=[O:48])=CC=2)O1.O.O.O.O.O.O.O.O.[OH-].[Ba+2].[OH-].